Dataset: Catalyst prediction with 721,799 reactions and 888 catalyst types from USPTO. Task: Predict which catalyst facilitates the given reaction. (1) Reactant: Br[C:2]1[CH:3]=[N:4][C:5]2[C:10]([CH:11]=1)=[N:9][CH:8]=[C:7]([O:12][CH2:13][C:14]1[CH:19]=[CH:18][C:17]([F:20])=[C:16]([F:21])[CH:15]=1)[CH:6]=2.FC1C=[C:25]([CH2:30][OH:31])C=CC=1F.BrC1C=[N:35]C2C(C=1)=NC=C(Br)C=2.[H-].[Na+]. Product: [F:21][C:16]1[CH:15]=[C:14]([CH:19]=[CH:18][C:17]=1[F:20])[CH2:13][O:12][C:7]1[CH:6]=[C:5]2[C:10]([CH:11]=[C:2]([CH2:25][C:30]([NH2:35])=[O:31])[CH:3]=[N:4]2)=[N:9][CH:8]=1. The catalyst class is: 179. (2) Reactant: [Cl-].[Cl-].[Cl-].[Al+3].C([O:9][C:10]1[CH:15]=[CH:14][CH:13]=[CH:12][C:11]=1[Cl:16])(=O)CC.Cl. Product: [Cl:16][C:11]1[C:10]([OH:9])=[C:15]([C:10](=[O:9])[CH2:11][CH3:12])[CH:14]=[CH:13][CH:12]=1. The catalyst class is: 262. (3) Reactant: [F:1][C:2]1[CH:7]=[CH:6][C:5]([C:8]2[O:9][CH2:10][CH2:11][N:12]=2)=[CH:4][C:3]=1[N+:13]([O-:15])=[O:14].BrN1C(=O)CCC1=O.N(C(C)(C)C#N)=NC(C)(C)C#N. Product: [F:1][C:2]1[CH:7]=[CH:6][C:5]([C:8]2[O:9][CH:10]=[CH:11][N:12]=2)=[CH:4][C:3]=1[N+:13]([O-:15])=[O:14]. The catalyst class is: 53. (4) Reactant: [NH2:1][C:2]1[C:11]2=[CH:12][N:13]([CH:15]3[C:19]([OH:21])([CH3:20])[CH:18]([OH:22])[CH:17]([C:23]([CH3:31])([CH3:30])[O:24][SiH2:25][C:26]([CH3:29])([CH3:28])[CH3:27])[O:16]3)[N:14]=[C:9]3[C:10]2=[C:4]([C:5](=[O:32])[NH:6][N:7]=[CH:8]3)[CH:3]=1.C1CCC(N=C=NC2CCCCC2)CC1.[C:48](O)(=[O:50])[CH3:49]. Product: [NH2:1][C:2]1[C:11]2=[CH:12][N:13]([CH:15]3[O:16][CH:17]([C:23]([CH3:31])([CH3:30])[O:24][SiH2:25][C:26]([CH3:29])([CH3:28])[CH3:27])[CH:18]([O:22][C:48](=[O:50])[CH3:49])[C:19]3([OH:21])[CH3:20])[N:14]=[C:9]3[C:10]2=[C:4]([C:5](=[O:32])[NH:6][N:7]=[CH:8]3)[CH:3]=1. The catalyst class is: 241.